Dataset: Catalyst prediction with 721,799 reactions and 888 catalyst types from USPTO. Task: Predict which catalyst facilitates the given reaction. The catalyst class is: 10. Product: [C:16]([O:19][CH2:20][C:21]1[NH:14][C:10]2[CH:11]=[CH:12][CH:13]=[C:8]([N:5]3[CH2:4][CH2:3][N:2]([CH3:1])[CH2:7][CH2:6]3)[C:9]=2[N:15]=1)(=[O:18])[CH3:17]. Reactant: [CH3:1][N:2]1[CH2:7][CH2:6][N:5]([C:8]2[CH:13]=[CH:12][CH:11]=[C:10]([NH2:14])[C:9]=2[NH2:15])[CH2:4][CH2:3]1.[C:16]([O:19][CH2:20][C:21](O)=O)(=[O:18])[CH3:17].O=C1N(P(Cl)(N2CCOC2=O)=O)CCO1.C(N(CC)C(C)C)(C)C.